From a dataset of Catalyst prediction with 721,799 reactions and 888 catalyst types from USPTO. Predict which catalyst facilitates the given reaction. (1) Reactant: [CH2:1]([O:3][C:4](=[O:21])[CH2:5][CH:6]1[CH2:13][CH:12]2[CH:8]([CH2:9][C:10]3(OCC(C)(C)C[O:14]3)[CH2:11]2)[CH2:7]1)[CH3:2].O.C1(C)C=CC(S(O)(=O)=O)=CC=1.CCOC(C)=O. Product: [CH2:1]([O:3][C:4](=[O:21])[CH2:5][CH:6]1[CH2:13][CH:12]2[CH:8]([CH2:9][C:10](=[O:14])[CH2:11]2)[CH2:7]1)[CH3:2]. The catalyst class is: 95. (2) Reactant: [Cl:1][C:2]1[N:3]=[CH:4][C:5]([CH2:8][N:9]2[C:17]3[C:12](=[CH:13][C:14]([O:18][CH3:19])=[CH:15][CH:16]=3)[C:11]([C:20](=[O:25])[C:21]([O:23]C)=[O:22])=[C:10]2[CH3:26])=[N:6][CH:7]=1.O.O.[OH-].[Li+]. Product: [Cl:1][C:2]1[N:3]=[CH:4][C:5]([CH2:8][N:9]2[C:17]3[C:12](=[CH:13][C:14]([O:18][CH3:19])=[CH:15][CH:16]=3)[C:11]([C:20](=[O:25])[C:21]([OH:23])=[O:22])=[C:10]2[CH3:26])=[N:6][CH:7]=1. The catalyst class is: 83. (3) Reactant: [CH2:1]([NH:8][C:9]([N:11]1[C@H:16]2[CH2:17][N:18]([CH2:38][C:39]3[CH:44]=[CH:43][CH:42]=[C:41]([F:45])[N:40]=3)[C:19](=[O:37])[C@H:20]([CH2:21][C:22]3[CH:27]=[CH:26][C:25]([O:28]CC4C=CC=CC=4)=[CH:24][C:23]=3[F:36])[N:15]2[C:14](=[O:46])[CH2:13][N:12]1[CH2:47][CH:48]=[CH2:49])=[O:10])[C:2]1[CH:7]=[CH:6][CH:5]=[CH:4][CH:3]=1.C1(SC)C=CC=CC=1. Product: [CH2:1]([NH:8][C:9]([N:11]1[C@H:16]2[CH2:17][N:18]([CH2:38][C:39]3[CH:44]=[CH:43][CH:42]=[C:41]([F:45])[N:40]=3)[C:19](=[O:37])[C@H:20]([CH2:21][C:22]3[CH:27]=[CH:26][C:25]([OH:28])=[CH:24][C:23]=3[F:36])[N:15]2[C:14](=[O:46])[CH2:13][N:12]1[CH2:47][CH:48]=[CH2:49])=[O:10])[C:2]1[CH:7]=[CH:6][CH:5]=[CH:4][CH:3]=1. The catalyst class is: 67. (4) Reactant: C(OC([N:8]1C[C@H](OC2C=CN=C(Cl)N=2)C[C@H]1C(O)=O)=O)(C)(C)C.C1([S:27]([C@@:30]2(NC(=O)O)[CH2:32][C@:31]2(C(N)=O)[CH:33]=[CH2:34])(=[O:29])=[O:28])CC1.CCN(C(C)C)C(C)C.C1C=CC2N(O)N=NC=2C=1.CN(C(ON1N=NC2C=CC=CC1=2)=[N+](C)C)C.F[P-](F)(F)(F)(F)F. Product: [CH:30]1([S:27]([NH2:8])(=[O:28])=[O:29])[CH2:32][CH2:31][CH2:33][CH2:34]1. The catalyst class is: 23.